From a dataset of Full USPTO retrosynthesis dataset with 1.9M reactions from patents (1976-2016). Predict the reactants needed to synthesize the given product. (1) Given the product [CH3:24][O:23][C:18]1[CH:19]=[CH:20][CH:21]=[CH:22][C:17]=1[C:13]1[CH:14]=[CH:15][CH:16]=[C:11]([N:9]2[CH:10]=[C:6]([C:4]([C:27]3[CH:32]=[CH:31][CH:30]=[CH:29][N:28]=3)=[O:5])[N:7]=[CH:8]2)[CH:12]=1, predict the reactants needed to synthesize it. The reactants are: CON(C)[C:4]([C:6]1[N:7]=[CH:8][N:9]([C:11]2[CH:12]=[C:13]([C:17]3[CH:22]=[CH:21][CH:20]=[CH:19][C:18]=3[O:23][CH3:24])[CH:14]=[CH:15][CH:16]=2)[CH:10]=1)=[O:5].Br[C:27]1[CH:32]=[CH:31][CH:30]=[CH:29][N:28]=1. (2) Given the product [C:76]([NH:75][C:3]1[CH:4]=[CH:5][C:6]([C:8]2[CH:17]=[CH:16][C:15]3[C:10](=[CH:11][CH:12]=[C:13]([C:18]4[N:22]([CH:23]5[CH2:28][CH2:27][CH2:26][CH2:25][CH2:24]5)[C:21]5[CH:29]=[CH:30][C:31]([C:33]([OH:35])=[O:34])=[CH:32][C:20]=5[N:19]=4)[CH:14]=3)[N:9]=2)=[CH:7][CH:2]=1)(=[O:78])[CH3:77], predict the reactants needed to synthesize it. The reactants are: Br[C:2]1[CH:3]=[CH:4][C:5](O)=[C:6]([C:8]2[CH:17]=[CH:16][C:15]3[C:10](=[CH:11][CH:12]=[C:13]([C:18]4[N:22]([CH:23]5[CH2:28][CH2:27][CH2:26][CH2:25][CH2:24]5)[C:21]5[CH:29]=[CH:30][C:31]([C:33]([OH:35])=[O:34])=[CH:32][C:20]=5[N:19]=4)[CH:14]=3)[N:9]=2)[CH:7]=1.C(OC(C1C=CC2N(C3CCCCC3)C(C3C=CC(N)=C(C=O)C=3)=NC=2C=1)=O)C.C(C1C=CC([NH:75][C:76](=[O:78])[CH3:77])=CC=1)(=O)C.[OH-].[K+]. (3) Given the product [CH2:1]([C@H:8]1[C:9](=[O:24])[S:10][CH2:11][C@@H:12]([C:14]2[CH:19]=[CH:18][C:17]([O:20][CH3:21])=[CH:16][C:15]=2[O:22][CH3:23])[NH:13]1)[C:2]1[CH:3]=[CH:4][CH:5]=[CH:6][CH:7]=1, predict the reactants needed to synthesize it. The reactants are: [CH2:1]([C@@H:8]1[NH:13][C:12]([C:14]2[CH:19]=[CH:18][C:17]([O:20][CH3:21])=[CH:16][C:15]=2[O:22][CH3:23])=[CH:11][S:10][C:9]1=[O:24])[C:2]1[CH:7]=[CH:6][CH:5]=[CH:4][CH:3]=1.C([C@@H]1N=C(C2C=CC(OC)=CC=2OC)CSC1=O)C1C=CC=CC=1.C([BH3-])#N.[Na+].C(O)(=O)C. (4) Given the product [C:1]([O:5][C:6]([N:8]1[CH2:12][C@@H:11]([CH:13]=[O:14])[C@H:10]([NH:18][C:19](=[O:28])[O:20][CH2:21][C:22]2[CH:23]=[CH:24][CH:25]=[CH:26][CH:27]=2)[CH2:9]1)=[O:7])([CH3:4])([CH3:2])[CH3:3], predict the reactants needed to synthesize it. The reactants are: [C:1]([O:5][C:6]([N:8]1[CH2:12][C@@H:11]([C:13](OCC)=[O:14])[C@H:10]([NH:18][C:19](=[O:28])[O:20][CH2:21][C:22]2[CH:27]=[CH:26][CH:25]=[CH:24][CH:23]=2)[CH2:9]1)=[O:7])([CH3:4])([CH3:3])[CH3:2].[Li+].[BH4-]. (5) The reactants are: CS(O[CH2:6][C@@H:7]([NH:11][C:12]([O:14][CH2:15][C:16]1[CH:21]=[CH:20][CH:19]=[CH:18][CH:17]=1)=[O:13])[CH2:8][O:9][CH3:10])(=O)=O.[N-:22]=[N+]=[N-].[Na+].C1(P(C2C=CC=CC=2)C2C=CC=CC=2)C=CC=CC=1. Given the product [NH2:22][CH2:6][C@@H:7]([NH:11][C:12](=[O:13])[O:14][CH2:15][C:16]1[CH:21]=[CH:20][CH:19]=[CH:18][CH:17]=1)[CH2:8][O:9][CH3:10], predict the reactants needed to synthesize it. (6) Given the product [CH3:4][C@@H:5]1[C@@H:19]2[C:14](=[C:15]([OH:34])[C@:16]3([OH:33])[C:24](=[O:25])[C:23]([C:26]([NH2:28])=[O:27])=[C:22]([OH:29])[C@@H:21]([N:30]([CH3:31])[CH3:32])[C@@H:17]3[C@H:18]2[OH:20])[C:12](=[O:13])[C:11]2[C:10]([OH:35])=[CH:9][CH:8]=[CH:7][C:6]1=2, predict the reactants needed to synthesize it. The reactants are: CCO.[CH3:4][C@@H:5]1[C@@H:19]2[C:14](=[C:15]([OH:34])[C@:16]3([OH:33])[C:24](=[O:25])[C:23]([C:26]([NH2:28])=[O:27])=[C:22]([OH:29])[C@@H:21]([N:30]([CH3:32])[CH3:31])[C@@H:17]3[C@H:18]2[OH:20])[C:12](=[O:13])[C:11]2[C:10]([OH:35])=[CH:9][CH:8]=[CH:7][C:6]1=2.O.Cl.C[C@H]1C2C=CC=C(O)C=2C(O)=C2[C@@H]1[C@H](O)[C@@H]1[C@](O)(C2=O)C(O)=C(C(N)=O)C(=O)[C@H]1N(C)C.O. (7) Given the product [CH2:1]([O:8][C:9]([N:11]1[CH2:15][CH2:14][CH2:13][CH:12]1[CH:16]([NH2:32])[C:17]1[CH:22]=[CH:21][C:20]([C:23](=[O:31])[NH:24][C:25]2[CH:26]=[CH:27][N:28]=[CH:29][CH:30]=2)=[CH:19][CH:18]=1)=[O:10])[C:2]1[CH:3]=[CH:4][CH:5]=[CH:6][CH:7]=1, predict the reactants needed to synthesize it. The reactants are: [CH2:1]([O:8][C:9]([N:11]1[CH2:15][CH2:14][CH2:13][CH:12]1[C:16](=[N:32]O)[C:17]1[CH:22]=[CH:21][C:20]([C:23](=[O:31])[NH:24][C:25]2[CH:30]=[CH:29][N:28]=[CH:27][CH:26]=2)=[CH:19][CH:18]=1)=[O:10])[C:2]1[CH:7]=[CH:6][CH:5]=[CH:4][CH:3]=1.